Task: Predict the reaction yield, written as a fraction of the theoretical maximum amount of product (1.0 means a 100% yield; for example, 0.34 means a 34% yield).. Dataset: Reaction yield outcomes from USPTO patents with 853,638 reactions (1) The reactants are [CH3:1][NH:2][CH2:3][CH2:4][NH:5][C:6](=[O:12])[O:7][C:8]([CH3:11])([CH3:10])[CH3:9].[OH:13][C:14]1[CH:22]=[CH:21][CH:20]=[CH:19][C:15]=1[C:16](Cl)=[O:17].N1C=CN=C1.C1CCC(N=C=NC2CCCCC2)CC1. The catalyst is C(OCC)(=O)C. The product is [OH:13][C:14]1[CH:22]=[CH:21][CH:20]=[CH:19][C:15]=1[C:16]([N:2]([CH2:3][CH2:4][NH:5][C:6](=[O:12])[O:7][C:8]([CH3:10])([CH3:9])[CH3:11])[CH3:1])=[O:17]. The yield is 0.340. (2) The reactants are [S:1]1[CH:5]=[CH:4][CH:3]=[C:2]1[CH2:6][NH2:7].Cl.Cl[CH2:10][CH2:11][NH:12][CH2:13][CH2:14]Cl.C([O-])([O-])=O.[K+].[K+]. The catalyst is C(O)CCC. The product is [S:1]1[CH:5]=[CH:4][CH:3]=[C:2]1[CH2:6][N:7]1[CH2:14][CH2:13][NH:12][CH2:11][CH2:10]1. The yield is 0.0300. (3) The reactants are [NH:1]([C:10]([O:12]CC1C2C(=CC=CC=2)C2C1=CC=CC=2)=O)[C@H:2]([C:7](O)=O)[C@H:3]([CH2:5][CH3:6])[CH3:4].[NH2:27][C@H:28](C(O)=O)[CH2:29][CH:30]([CH3:32])[CH3:31]. No catalyst specified. The product is [CH:3]([C@@H:2]1[NH:1][C:10](=[O:12])[C@H:28]([CH2:29][CH:30]([CH3:32])[CH3:31])[NH:27][CH2:7]1)([CH2:5][CH3:6])[CH3:4]. The yield is 0.295. (4) The reactants are [C:1]1([C@@H:7]2[CH2:9][C@H:8]2[CH:10]=O)[CH:6]=[CH:5][CH:4]=[CH:3][CH:2]=1.[C:12](=O)([O-])[O-].[K+].[K+].[N+](=C(P(=O)(OC)OC)C(=O)C)=[N-]. The catalyst is CO.O. The product is [C:10]([C@@H:8]1[CH2:9][C@H:7]1[C:1]1[CH:6]=[CH:5][CH:4]=[CH:3][CH:2]=1)#[CH:12]. The yield is 0.810. (5) The reactants are C1(S([N:10]2[C:14]3=[N:15][CH:16]=[CH:17][CH:18]=[C:13]3[CH:12]=[C:11]2[C:19]([C:26]2[CH:31]=[C:30]([CH3:32])[CH:29]=[C:28]([CH3:33])[CH:27]=2)=[CH:20][CH:21]2[CH2:25][CH2:24][CH2:23][CH2:22]2)(=O)=O)C=CC=CC=1.[OH-].[Na+]. The catalyst is C(O)C.O1CCCC1.C(OCC)(=O)C. The product is [CH:21]1([CH:20]=[C:19]([C:11]2[NH:10][C:14]3=[N:15][CH:16]=[CH:17][CH:18]=[C:13]3[CH:12]=2)[C:26]2[CH:27]=[C:28]([CH3:33])[CH:29]=[C:30]([CH3:32])[CH:31]=2)[CH2:25][CH2:24][CH2:23][CH2:22]1. The yield is 0.990. (6) The reactants are [CH3:1][O:2][C:3]1[CH:8]=[CH:7][CH:6]=[CH:5][N:4]=1.C([O-])(=O)C.[Na+].[Br:14]Br.[OH-].[Na+]. The catalyst is C(O)(=O)C.O. The product is [Br:14][C:6]1[CH:7]=[CH:8][C:3]([O:2][CH3:1])=[N:4][CH:5]=1. The yield is 0.513. (7) The reactants are [O:1]=[C:2]1[C:7]([CH2:8][C:9]2[CH:14]=[CH:13][C:12]([C:15]3[C:16]([C:21]#[N:22])=[CH:17][CH:18]=[CH:19][CH:20]=3)=[CH:11][CH:10]=2)=[C:6]([CH2:23][CH2:24][CH3:25])[N:5]2[N:26]=[CH:27][N:28]=[C:4]2[N:3]1[CH:29]1[CH2:34][CH2:33][C:32](=O)[CH2:31][CH2:30]1.COC(OC)[N:39]([CH3:41])C.C[N:45](C=O)C.C(OCC)(=O)C. The catalyst is O. The product is [O:1]=[C:2]1[C:7]([CH2:8][C:9]2[CH:14]=[CH:13][C:12]([C:15]3[C:16]([C:21]#[N:22])=[CH:17][CH:18]=[CH:19][CH:20]=3)=[CH:11][CH:10]=2)=[C:6]([CH2:23][CH2:24][CH3:25])[N:5]2[N:26]=[CH:27][N:28]=[C:4]2[N:3]1[CH:29]1[CH2:30][CH2:31][C:32]2[NH:45][N:39]=[CH:41][C:33]=2[CH2:34]1. The yield is 0.710.